This data is from Full USPTO retrosynthesis dataset with 1.9M reactions from patents (1976-2016). The task is: Predict the reactants needed to synthesize the given product. (1) Given the product [Cl:20][CH2:21][C:22]([NH:2][NH:1][C:3]1[CH:4]=[CH:5][C:6]2[NH:11][C:10](=[O:12])[C:9]([C:13]3[CH:18]=[CH:17][CH:16]=[CH:15][CH:14]=3)=[N:8][C:7]=2[N:19]=1)=[O:23], predict the reactants needed to synthesize it. The reactants are: [NH:1]([C:3]1[CH:4]=[CH:5][C:6]2[C:7]([N:19]=1)=[N:8][C:9]([C:13]1[CH:18]=[CH:17][CH:16]=[CH:15][CH:14]=1)=[C:10]([OH:12])[N:11]=2)[NH2:2].[Cl:20][CH2:21][C:22](O[C:22](=[O:23])[CH2:21][Cl:20])=[O:23]. (2) Given the product [C:3]([OH:5])(=[O:4])[CH:2]([CH2:6][C:7]([OH:9])=[O:8])[OH:1].[F:10][C:11]1[CH:12]=[C:13]2[C:17](=[CH:18][CH:19]=1)[NH:16][C:15](=[O:20])/[C:14]/2=[CH:21]\[C:22]1[NH:30][C:29]2[CH2:28][CH2:27][N:26]([CH2:31][C@H:32]([OH:40])[CH2:33][N:34]3[CH2:35][CH2:36][O:37][CH2:38][CH2:39]3)[C:25](=[O:41])[C:24]=2[C:23]=1[CH3:42], predict the reactants needed to synthesize it. The reactants are: [OH:1][CH:2]([CH2:6][C:7]([OH:9])=[O:8])[C:3]([OH:5])=[O:4].[F:10][C:11]1[CH:12]=[C:13]2[C:17](=[CH:18][CH:19]=1)[NH:16][C:15](=[O:20])/[C:14]/2=[CH:21]\[C:22]1[NH:30][C:29]2[CH2:28][CH2:27][N:26]([CH2:31][C@H:32]([OH:40])[CH2:33][N:34]3[CH2:39][CH2:38][O:37][CH2:36][CH2:35]3)[C:25](=[O:41])[C:24]=2[C:23]=1[CH3:42].O.